Dataset: Full USPTO retrosynthesis dataset with 1.9M reactions from patents (1976-2016). Task: Predict the reactants needed to synthesize the given product. (1) Given the product [CH3:30][O:29][C:19]1[CH:18]=[C:17]([NH:16][C:11]2[N:12]=[C:13]([CH3:15])[CH:14]=[C:9]([O:1][C:2]3[CH:3]=[N:4][CH:5]=[CH:6][CH:7]=3)[N:10]=2)[CH:22]=[CH:21][C:20]=1[N:23]1[CH:27]=[C:26]([CH3:28])[N:25]=[CH:24]1, predict the reactants needed to synthesize it. The reactants are: [OH:1][C:2]1[CH:3]=[N:4][CH:5]=[CH:6][CH:7]=1.Cl[C:9]1[CH:14]=[C:13]([CH3:15])[N:12]=[C:11]([NH:16][C:17]2[CH:22]=[CH:21][C:20]([N:23]3[CH:27]=[C:26]([CH3:28])[N:25]=[CH:24]3)=[C:19]([O:29][CH3:30])[CH:18]=2)[N:10]=1. (2) Given the product [N:36]1([C:34]([C:31]2[CH:32]=[C:33]3[C:28](=[CH:29][CH:30]=2)[NH:27][CH:26]=[C:25]3[CH:22]2[CH2:23][CH2:24][N:19]([C:16]3[CH:17]=[CH:18][C:13]4[N:14]([C:10]([C:9]([F:46])([F:8])[F:45])=[N:11][N:12]=4)[N:15]=3)[CH2:20][CH2:21]2)=[O:35])[CH2:37][CH2:38][NH:39][CH2:40][CH2:41]1, predict the reactants needed to synthesize it. The reactants are: C(O)(C(F)(F)F)=O.[F:8][C:9]([F:46])([F:45])[C:10]1[N:14]2[N:15]=[C:16]([N:19]3[CH2:24][CH2:23][CH:22]([C:25]4[C:33]5[C:28](=[CH:29][CH:30]=[C:31]([C:34]([N:36]6[CH2:41][CH2:40][N:39](C([O-])=O)[CH2:38][CH2:37]6)=[O:35])[CH:32]=5)[NH:27][CH:26]=4)[CH2:21][CH2:20]3)[CH:17]=[CH:18][C:13]2=[N:12][N:11]=1. (3) Given the product [CH3:1][C:2]1[CH:3]=[CH:4][C:5]([S:8]([O:11][CH2:12][C@H:13]2[CH2:22][CH2:21][C:20]3[C:15](=[C:16]([C:24]4[CH:29]=[CH:28][CH:27]=[CH:26][C:25]=4[C:30]4[CH:35]=[CH:34][CH:33]=[CH:32][CH:31]=4)[CH:17]=[C:18]([F:23])[CH:19]=3)[O:14]2)(=[O:9])=[O:10])=[CH:6][CH:7]=1, predict the reactants needed to synthesize it. The reactants are: [CH3:1][C:2]1[CH:7]=[CH:6][C:5]([S:8]([O:11][CH2:12][C@H:13]2[CH:22]=[CH:21][C:20]3[C:15](=[C:16]([C:24]4[CH:29]=[CH:28][CH:27]=[CH:26][C:25]=4[C:30]4[CH:35]=[CH:34][CH:33]=[CH:32][CH:31]=4)[CH:17]=[C:18]([F:23])[CH:19]=3)[O:14]2)(=[O:10])=[O:9])=[CH:4][CH:3]=1. (4) Given the product [ClH:45].[C:33]([C:30]1[CH:29]=[CH:28][C:27]([CH2:26][CH:15]([NH:16][S:17]([C:20]2[CH:21]=[N:22][CH:23]=[CH:24][CH:25]=2)(=[O:18])=[O:19])[C:11]2[N:10]=[C:9]([NH:8][CH2:37][C:38]([OH:40])=[O:39])[CH:14]=[CH:13][CH:12]=2)=[CH:32][CH:31]=1)([CH3:36])([CH3:34])[CH3:35], predict the reactants needed to synthesize it. The reactants are: C(OC([N:8]([CH2:37][C:38]([O:40]C(C)(C)C)=[O:39])[C:9]1[CH:14]=[CH:13][CH:12]=[C:11]([CH:15]([CH2:26][C:27]2[CH:32]=[CH:31][C:30]([C:33]([CH3:36])([CH3:35])[CH3:34])=[CH:29][CH:28]=2)[NH:16][S:17]([C:20]2[CH:21]=[N:22][CH:23]=[CH:24][CH:25]=2)(=[O:19])=[O:18])[N:10]=1)=O)(C)(C)C.[ClH:45].O1CCOCC1. (5) Given the product [Br:1][C:2]1[CH:7]=[CH:6][C:5]([C:8]2([CH3:12])[CH2:9][O:10]2)=[CH:4][CH:3]=1, predict the reactants needed to synthesize it. The reactants are: [Br:1][C:2]1[CH:7]=[CH:6][C:5]([C:8](=[O:10])[CH3:9])=[CH:4][CH:3]=1.I[CH2:12]I.C[Li]. (6) The reactants are: [C:1]([N:4]1[CH2:9][CH2:8][C:7]2[N:10](C3CCOCC3)[N:11]=[C:12]([N:13]3[C:22]4[C:17](=[CH:18][C:19](Br)=[C:20]([C:23]#N)[CH:21]=4)CCC3)[C:6]=2[CH2:5]1)(=[O:3])[CH3:2].Br[CH2:33][CH:34]1[CH2:39][CH2:38][CH2:37][N:36]([C:40]([O:42][C:43]([CH3:46])([CH3:45])[CH3:44])=[O:41])[CH2:35]1.C([O-])([O-])=O.[Cs+].[Cs+]. Given the product [C:1]([N:4]1[CH2:9][CH2:8][C:7]2[N:10]([CH2:33][CH:34]3[CH2:39][CH2:38][CH2:37][N:36]([C:40]([O:42][C:43]([CH3:46])([CH3:45])[CH3:44])=[O:41])[CH2:35]3)[N:11]=[C:12]([NH:13][C:22]3[CH:21]=[C:20]([CH3:23])[CH:19]=[CH:18][CH:17]=3)[C:6]=2[CH2:5]1)(=[O:3])[CH3:2], predict the reactants needed to synthesize it. (7) Given the product [CH3:24][O:23][CH2:22][C:18]1[CH:17]=[C:16]([C:15]([C:6]2[N:2]([CH3:1])[N:3]=[N:4][N:5]=2)=[O:25])[CH:21]=[CH:20][CH:19]=1, predict the reactants needed to synthesize it. The reactants are: [CH3:1][N:2]1[CH:6]=[N:5][N:4]=[N:3]1.C([Mg]Cl)(C)C.CON(C)[C:15](=[O:25])[C:16]1[CH:21]=[CH:20][CH:19]=[C:18]([CH2:22][O:23][CH3:24])[CH:17]=1.Cl. (8) Given the product [CH2:29]([N:27]([CH3:28])[C:25]1[C:24]([C:33]([F:35])([F:36])[F:34])=[CH:23][C:18]2[NH:19][C:20](=[O:22])[CH2:21][C:15]([C:11]3[CH:12]=[CH:13][CH:14]=[C:9]([C:7]4[CH:6]=[CH:5][N:4]=[C:3]([CH2:2][O:1][CH3:42])[CH:8]=4)[CH:10]=3)=[N:16][C:17]=2[CH:26]=1)[CH:30]([CH3:32])[CH3:31], predict the reactants needed to synthesize it. The reactants are: [OH:1][CH2:2][C:3]1[CH:8]=[C:7]([C:9]2[CH:10]=[C:11]([C:15]3[CH2:21][C:20](=[O:22])[NH:19][C:18]4[CH:23]=[C:24]([C:33]([F:36])([F:35])[F:34])[C:25]([N:27]([CH2:29][CH:30]([CH3:32])[CH3:31])[CH3:28])=[CH:26][C:17]=4[N:16]=3)[CH:12]=[CH:13][CH:14]=2)[CH:6]=[CH:5][N:4]=1.S(Cl)(Cl)=O.[Cl-].[CH3:42][O-].[Na+].